This data is from Catalyst prediction with 721,799 reactions and 888 catalyst types from USPTO. The task is: Predict which catalyst facilitates the given reaction. (1) Reactant: [OH-].[Li+].[F:3][C:4]1[CH:29]=[CH:28][CH:27]=[C:26]([F:30])[C:5]=1[CH2:6][O:7][C:8]1[C:9]2[N:10]([C:17]([C:21]([O:23]CC)=[O:22])=[C:18]([CH3:20])[N:19]=2)[CH:11]=[C:12]([CH:14]([F:16])[F:15])[CH:13]=1.ClCCl.O. Product: [F:3][C:4]1[CH:29]=[CH:28][CH:27]=[C:26]([F:30])[C:5]=1[CH2:6][O:7][C:8]1[C:9]2[N:10]([C:17]([C:21]([OH:23])=[O:22])=[C:18]([CH3:20])[N:19]=2)[CH:11]=[C:12]([CH:14]([F:15])[F:16])[CH:13]=1. The catalyst class is: 219. (2) Reactant: [NH2:1][C:2]1[N:7]=[C:6]([C:8]2[CH:13]=[CH:12][CH:11]=[C:10]([F:14])[CH:9]=2)[C:5]([C:15]#[N:16])=[C:4](S(C)=O)[N:3]=1.N1C=CC=CC=1C([OH:28])C.[CH2:29]1[CH2:39][CH2:38][N:37]2C(=N[CH2:34][CH2:35][CH2:36]2)C[CH2:30]1. Product: [NH2:1][C:2]1[N:7]=[C:6]([C:8]2[CH:13]=[CH:12][CH:11]=[C:10]([F:14])[CH:9]=2)[C:5]([C:15]#[N:16])=[C:4]([O:28][CH2:34][CH2:35][C:36]2[CH:30]=[CH:29][CH:39]=[CH:38][N:37]=2)[N:3]=1. The catalyst class is: 57. (3) Reactant: [C:1]([N:8]1[CH:12]=[CH:11][N:10]=[CH:9]1)([N:3]1[CH:7]=[CH:6]N=[CH:4]1)=[O:2].NC1[S:15]C=CN=1.CCN(C(C)C)C(C)C.[CH3:28][C:29]1[C:30]([CH2:35][N:36]([CH2:43][C:44]2[C:49]([CH3:50])=[CH:48][CH:47]=[CH:46][N:45]=2)[CH:37]2CCNC[CH2:38]2)=[N:31][CH:32]=[CH:33][CH:34]=1. Product: [S:15]1[CH:12]=[CH:11][N:10]=[C:9]1[NH:8][C:1]([N:3]1[CH2:4][CH2:38][CH:37]([N:36]([CH2:43][C:44]2[C:49]([CH3:50])=[CH:48][CH:47]=[CH:46][N:45]=2)[CH2:35][C:30]2[C:29]([CH3:28])=[CH:34][CH:33]=[CH:32][N:31]=2)[CH2:6][CH2:7]1)=[O:2]. The catalyst class is: 59. (4) Product: [CH3:21][O:20][C:17]1[CH:18]=[CH:19][C:14]([C:13]([NH:12][C:4]2[S:3][C:2]([NH:71][C:72]3[CH:77]=[CH:76][N:75]=[CH:74][CH:73]=3)=[N:6][C:5]=2[C:7]([O:9][CH2:10][CH3:11])=[O:8])=[O:22])=[CH:15][CH:16]=1. The catalyst class is: 62. Reactant: Br[C:2]1[S:3][C:4]([NH:12][C:13](=[O:22])[C:14]2[CH:19]=[CH:18][C:17]([O:20][CH3:21])=[CH:16][CH:15]=2)=[C:5]([C:7]([O:9][CH2:10][CH3:11])=[O:8])[N:6]=1.CC1(C)C2C(=C(P(C3C=CC=CC=3)C3C=CC=CC=3)C=CC=2)OC2C(P(C3C=CC=CC=3)C3C=CC=CC=3)=CC=CC1=2.C(=O)([O-])[O-].[Cs+].[Cs+].[NH2:71][C:72]1[CH:77]=[CH:76][N:75]=[CH:74][CH:73]=1. (5) Reactant: [N+:1]([C:4]1[N:9]=[CH:8][C:7]([O:10][C:11]2[CH:12]=[C:13]([CH:15]=[CH:16][CH:17]=2)N)=[CH:6][CH:5]=1)([O-:3])=[O:2].[F:18][C:19]1[CH:24]=[CH:23][C:22]([NH:25][C:26]([C:28]2([C:31]([OH:33])=O)[CH2:30][CH2:29]2)=[O:27])=[CH:21][CH:20]=1.CC[N:36](C(C)C)C(C)C.CN(C(ON1N=NC2C=CC=NC1=2)=[N+](C)C)C.F[P-](F)(F)(F)(F)F. Product: [F:18][C:19]1[CH:20]=[CH:21][C:22]([N:25]([C:13]2[CH:15]=[CH:16][CH:17]=[C:11]([O:10][C:7]3[CH:8]=[N:9][C:4]([N+:1]([O-:3])=[O:2])=[CH:5][CH:6]=3)[CH:12]=2)[C:26]([C:28]2([C:31]([NH2:36])=[O:33])[CH2:29][CH2:30]2)=[O:27])=[CH:23][CH:24]=1. The catalyst class is: 3. (6) Reactant: [Cl:1][C:2]1[CH:3]=[C:4]([NH:9][C:10]2[N:15]=[C:14]([N:16]3[CH:20]=[CH:19][C:18]([C:21]([F:24])([F:23])[F:22])=[N:17]3)[C:13]([C:25]3[CH:26]=[N:27][CH:28]=[C:29]([CH:33]=3)[C:30](O)=[O:31])=[CH:12][N:11]=2)[CH:5]=[CH:6][C:7]=1[F:8].[CH3:34][S:35]([NH2:38])(=[O:37])=[O:36]. Product: [Cl:1][C:2]1[CH:3]=[C:4]([NH:9][C:10]2[N:15]=[C:14]([N:16]3[CH:20]=[CH:19][C:18]([C:21]([F:22])([F:24])[F:23])=[N:17]3)[C:13]([C:25]3[CH:26]=[N:27][CH:28]=[C:29]([CH:33]=3)[C:30]([NH:38][S:35]([CH3:34])(=[O:37])=[O:36])=[O:31])=[CH:12][N:11]=2)[CH:5]=[CH:6][C:7]=1[F:8]. The catalyst class is: 3. (7) Reactant: [CH3:1][S:2]([CH2:5][C:6]([OH:8])=O)(=[O:4])=[O:3].[F:9][C:10]1([C:15]2[CH:20]=[CH:19][C:18]([C:21]3[CH2:25][C:24]([C:30]4[CH:35]=[C:34]([Cl:36])[C:33]([Cl:37])=[C:32]([Cl:38])[CH:31]=4)([C:26]([F:29])([F:28])[F:27])[O:23][N:22]=3)=[CH:17][CH:16]=2)[CH2:13][CH:12]([NH2:14])[CH2:11]1.CCN(C(C)C)C(C)C.CN(C(ON1N=NC2C=CC=NC1=2)=[N+](C)C)C.F[P-](F)(F)(F)(F)F. Product: [F:9][C:10]1([C:15]2[CH:16]=[CH:17][C:18]([C:21]3[CH2:25][C:24]([C:30]4[CH:35]=[C:34]([Cl:36])[C:33]([Cl:37])=[C:32]([Cl:38])[CH:31]=4)([C:26]([F:27])([F:28])[F:29])[O:23][N:22]=3)=[CH:19][CH:20]=2)[CH2:13][CH:12]([NH:14][C:6](=[O:8])[CH2:5][S:2]([CH3:1])(=[O:4])=[O:3])[CH2:11]1. The catalyst class is: 3.